This data is from Peptide-MHC class I binding affinity with 185,985 pairs from IEDB/IMGT. The task is: Regression. Given a peptide amino acid sequence and an MHC pseudo amino acid sequence, predict their binding affinity value. This is MHC class I binding data. (1) The peptide sequence is WIMKIGIGV. The MHC is HLA-A68:02 with pseudo-sequence HLA-A68:02. The binding affinity (normalized) is 0.864. (2) The MHC is HLA-A66:01 with pseudo-sequence HLA-A66:01. The binding affinity (normalized) is 0.213. The peptide sequence is GRNQFVDGL. (3) The peptide sequence is KTKDYVNGL. The MHC is HLA-B14:02 with pseudo-sequence HLA-B14:02. The binding affinity (normalized) is 0.